This data is from Catalyst prediction with 721,799 reactions and 888 catalyst types from USPTO. The task is: Predict which catalyst facilitates the given reaction. (1) Reactant: [CH:1]1([S:4]([NH2:7])(=[O:6])=[O:5])[CH2:3][CH2:2]1.[H-].[Na+].[CH3:10][C:11]1([CH3:34])[C:20]2[C:15](=[CH:16][CH:17]=[C:18]([C:21](O)=[O:22])[CH:19]=2)[NH:14][CH:13]([C:24]2[CH:29]=[CH:28][CH:27]=[C:26]([C:30]([F:33])([F:32])[F:31])[CH:25]=2)[CH2:12]1.C(N1C=CN=C1)(N1C=CN=C1)=O. Product: [CH3:10][C:11]1([CH3:34])[C:20]2[C:15](=[CH:16][CH:17]=[C:18]([C:21]([NH:7][S:4]([CH:1]3[CH2:3][CH2:2]3)(=[O:6])=[O:5])=[O:22])[CH:19]=2)[NH:14][CH:13]([C:24]2[CH:29]=[CH:28][CH:27]=[C:26]([C:30]([F:33])([F:31])[F:32])[CH:25]=2)[CH2:12]1. The catalyst class is: 35. (2) Reactant: Br[C:2]1[CH:3]=[CH:4][C:5]([O:8][CH2:9][CH:10]2[CH2:15][CH2:14][N:13]([CH2:16][C:17]([CH3:23])([CH3:22])[C:18]([F:21])([F:20])[F:19])[CH2:12][CH2:11]2)=[N:6][CH:7]=1.[CH3:24][O:25][C:26]([C:28]1[CH:33]=[CH:32][C:31](B(O)O)=[CH:30][CH:29]=1)=[O:27].C([O-])([O-])=O.[Cs+].[Cs+].O1CCOCC1. Product: [F:19][C:18]([F:21])([F:20])[C:17]([CH3:23])([CH3:22])[CH2:16][N:13]1[CH2:14][CH2:15][CH:10]([CH2:9][O:8][C:5]2[N:6]=[CH:7][C:2]([C:31]3[CH:32]=[CH:33][C:28]([C:26]([O:25][CH3:24])=[O:27])=[CH:29][CH:30]=3)=[CH:3][CH:4]=2)[CH2:11][CH2:12]1. The catalyst class is: 6. (3) Product: [CH3:1][C:2]1[O:6][N:5]=[C:4]([C:7]2[CH:12]=[CH:11][CH:10]=[CH:9][CH:8]=2)[C:3]=1[C:13]1[O:17][C:16]([C:18]2[CH:23]=[CH:22][C:21]([N:24]3[CH2:29][CH2:28][S:27](=[O:30])[CH2:26][CH2:25]3)=[CH:20][CH:19]=2)=[N:15][N:14]=1. The catalyst class is: 24. Reactant: [CH3:1][C:2]1[O:6][N:5]=[C:4]([C:7]2[CH:12]=[CH:11][CH:10]=[CH:9][CH:8]=2)[C:3]=1[C:13]1[O:17][C:16]([C:18]2[CH:23]=[CH:22][C:21]([N:24]3[CH2:29][CH2:28][S:27][CH2:26][CH2:25]3)=[CH:20][CH:19]=2)=[N:15][N:14]=1.[OH:30]OS([O-])=O.[K+].S(=O)(O)[O-].[Na+].C(=O)([O-])[O-].[Na+].[Na+]. (4) Reactant: [I:1][C:2]1[CH:10]=[CH:9][C:5]([C:6](Cl)=[O:7])=[CH:4][CH:3]=1.C(N(CC)CC)C.[CH2:18]([N:25]1[CH2:29][CH2:28][C@H:27]([NH2:30])[CH2:26]1)[C:19]1[CH:24]=[CH:23][CH:22]=[CH:21][CH:20]=1.O. Product: [I:1][C:2]1[CH:10]=[CH:9][C:5]([C:6]([NH:30][C@H:27]2[CH2:28][CH2:29][N:25]([CH2:18][C:19]3[CH:24]=[CH:23][CH:22]=[CH:21][CH:20]=3)[CH2:26]2)=[O:7])=[CH:4][CH:3]=1. The catalyst class is: 28. (5) Reactant: [C:1]([O:5][C:6](=[O:29])[N:7]([CH2:17][CH2:18][CH2:19][C:20]1[CH:25]=[CH:24][C:23]([N+:26]([O-:28])=[O:27])=[CH:22][CH:21]=1)[CH2:8][CH2:9][NH:10]C(=O)C(F)(F)F)([CH3:4])([CH3:3])[CH3:2].C(=O)([O-])[O-].[K+].[K+].CO. Product: [C:1]([O:5][C:6](=[O:29])[N:7]([CH2:8][CH2:9][NH2:10])[CH2:17][CH2:18][CH2:19][C:20]1[CH:21]=[CH:22][C:23]([N+:26]([O-:28])=[O:27])=[CH:24][CH:25]=1)([CH3:2])([CH3:4])[CH3:3]. The catalyst class is: 6. (6) Reactant: [NH2:1][C@@H:2]([CH2:32][C:33]1[CH:38]=[C:37]([F:39])[CH:36]=[C:35]([F:40])[CH:34]=1)[C@H:3]([OH:31])[CH2:4][NH:5][CH:6]1[C:15]2[C:10](=[CH:11][CH:12]=[C:13]([CH2:16][C:17]([CH3:20])([CH3:19])[CH3:18])[CH:14]=2)[N:9]([C:21]([O:23][CH2:24][C:25]2[CH:30]=[CH:29][CH:28]=[CH:27][CH:26]=2)=[O:22])[CH2:8][CH2:7]1.[C:41](N(C(=O)C)OC)(=[O:43])[CH3:42]. Product: [C:41]([NH:1][C@@H:2]([CH2:32][C:33]1[CH:38]=[C:37]([F:39])[CH:36]=[C:35]([F:40])[CH:34]=1)[C@H:3]([OH:31])[CH2:4][NH:5][CH:6]1[C:15]2[C:10](=[CH:11][CH:12]=[C:13]([CH2:16][C:17]([CH3:20])([CH3:19])[CH3:18])[CH:14]=2)[N:9]([C:21]([O:23][CH2:24][C:25]2[CH:26]=[CH:27][CH:28]=[CH:29][CH:30]=2)=[O:22])[CH2:8][CH2:7]1)(=[O:43])[CH3:42]. The catalyst class is: 4. (7) Reactant: [Mg].BrCCBr.Br[C:7]1[CH:8]=[C:9]2[C:14](=[CH:15][CH:16]=1)[CH:13]=[C:12]([O:17][CH3:18])[C:11]([CH:19]=[CH2:20])=[CH:10]2.[O:21]=[C:22]1[CH2:26][N:25]([C:27]([O:29][CH2:30][CH2:31][Si:32]([CH3:35])([CH3:34])[CH3:33])=[O:28])[C@H:24]([C:36]([O:38][CH3:39])=[O:37])[CH2:23]1. Product: [OH:21][C@:22]1([C:7]2[CH:16]=[CH:15][C:14]3[C:9](=[CH:10][C:11]([CH:19]=[CH2:20])=[C:12]([O:17][CH3:18])[CH:13]=3)[CH:8]=2)[CH2:26][N:25]([C:27]([O:29][CH2:30][CH2:31][Si:32]([CH3:34])([CH3:35])[CH3:33])=[O:28])[C@H:24]([C:36]([O:38][CH3:39])=[O:37])[CH2:23]1. The catalyst class is: 182. (8) Reactant: Cl[C:2]1[N:7]=[C:6]([NH:8][CH2:9][C:10]([O:12][CH3:13])=[O:11])[C:5]([N+:14]([O-:16])=[O:15])=[CH:4][CH:3]=1.[NH:17]1[CH:21]=[CH:20][CH:19]=[N:18]1.O. Product: [N+:14]([C:5]1[C:6]([NH:8][CH2:9][C:10]([O:12][CH3:13])=[O:11])=[N:7][C:2]([N:17]2[CH:21]=[CH:20][CH:19]=[N:18]2)=[CH:3][CH:4]=1)([O-:16])=[O:15]. The catalyst class is: 80. (9) Reactant: [O:1]=[C:2]([CH2:10][CH2:11][CH2:12][CH2:13][C:14]1[CH:23]=[CH:22][C:21]2[CH2:20][CH2:19][CH2:18][NH:17][C:16]=2[N:15]=1)[CH2:3]P(=O)(OC)OC.[F:24][C:25]1[CH:26]=[C:27]2[C:32](=[CH:33][CH:34]=1)[N:31]=[CH:30][C:29]([CH:35]=O)=[CH:28]2.[Li+].[Cl-].C1CCN2C(=NCCC2)CC1. Product: [F:24][C:25]1[CH:26]=[C:27]2[C:32](=[CH:33][CH:34]=1)[N:31]=[CH:30][C:29](/[CH:35]=[CH:3]/[C:2](=[O:1])[CH2:10][CH2:11][CH2:12][CH2:13][C:14]1[CH:23]=[CH:22][C:21]3[CH2:20][CH2:19][CH2:18][NH:17][C:16]=3[N:15]=1)=[CH:28]2. The catalyst class is: 23.